From a dataset of Full USPTO retrosynthesis dataset with 1.9M reactions from patents (1976-2016). Predict the reactants needed to synthesize the given product. (1) Given the product [CH3:1][N:2]1[C:6]([S:7]([NH2:17])(=[O:9])=[O:8])=[C:5]([C:11]2[N:12]=[N:13][N:14]([CH3:16])[N:15]=2)[CH:4]=[N:3]1, predict the reactants needed to synthesize it. The reactants are: [CH3:1][N:2]1[C:6]([S:7](Cl)(=[O:9])=[O:8])=[C:5]([C:11]2[N:12]=[N:13][N:14]([CH3:16])[N:15]=2)[CH:4]=[N:3]1.[NH3:17]. (2) Given the product [C:37]([NH:1][CH2:2][C:3]1[CH:4]=[C:5]([NH:9][C:10]2[N:15]=[C:14]([NH:16][C:17]3[CH:26]=[CH:25][CH:24]=[CH:23][C:18]=3[C:19]([NH:21][CH3:22])=[O:20])[C:13]([Cl:27])=[CH:12][N:11]=2)[CH:6]=[CH:7][CH:8]=1)(=[O:40])[CH:38]=[CH2:39], predict the reactants needed to synthesize it. The reactants are: [NH2:1][CH2:2][C:3]1[CH:4]=[C:5]([NH:9][C:10]2[N:15]=[C:14]([NH:16][C:17]3[CH:26]=[CH:25][CH:24]=[CH:23][C:18]=3[C:19]([NH:21][CH3:22])=[O:20])[C:13]([Cl:27])=[CH:12][N:11]=2)[CH:6]=[CH:7][CH:8]=1.CCN(C(C)C)C(C)C.[C:37](Cl)(=[O:40])[CH:38]=[CH2:39]. (3) Given the product [Cl:3][C:4]1[CH:5]=[C:6]2[C:11](=[CH:12][CH:13]=1)[CH:10]=[C:9]([S:14][CH2:15][C@@H:16]([OH:21])[C:17]([OH:19])=[O:18])[CH:8]=[CH:7]2, predict the reactants needed to synthesize it. The reactants are: [OH-].[Na+].[Cl:3][C:4]1[CH:5]=[C:6]2[C:11](=[CH:12][CH:13]=1)[CH:10]=[C:9]([S:14][CH2:15][C@@H:16]([OH:21])[C:17]([O:19]C)=[O:18])[CH:8]=[CH:7]2. (4) Given the product [CH3:1][O:2][C:3]1[CH:4]=[CH:5][CH:6]=[CH:7][C:8]=1[O:9][CH2:10][CH2:11][NH:12][CH2:13][CH:14]([OH:30])[CH2:15][O:16][C:17]1[CH:18]=[CH:19][CH:20]=[C:21]2[NH:29][C:28]3[CH:27]=[CH:26][CH:25]=[CH:24][C:23]=3[C:22]=12.[BrH:31], predict the reactants needed to synthesize it. The reactants are: [CH3:1][O:2][C:3]1[CH:4]=[CH:5][CH:6]=[CH:7][C:8]=1[O:9][CH2:10][CH2:11][NH:12][CH2:13][CH:14]([OH:30])[CH2:15][O:16][C:17]1[CH:18]=[CH:19][CH:20]=[C:21]2[NH:29][C:28]3[CH:27]=[CH:26][CH:25]=[CH:24][C:23]=3[C:22]=12.[BrH:31]. (5) Given the product [CH2:28]([O:27][C:25]([NH:24][C@H:3]([C@@H:2]([NH:1][C:45](=[O:46])[C@@H:44]([NH:48][C:49](=[O:62])[C@@H:50]([NH:55][C:56](=[O:61])[CH2:57][CH:58]([CH3:59])[CH3:60])[CH2:51][CH:52]([CH3:54])[CH3:53])[C:43]([CH3:63])([CH3:42])[CH3:64])[CH2:35][C:36]1[CH:37]=[CH:38][CH:39]=[CH:40][CH:41]=1)[CH2:4][C:5]([NH:7][C@@H:8]([C@@H:20]([CH3:23])[CH2:21][CH3:22])[C:9]([NH:11][C@@H:12]([CH:17]([CH3:19])[CH3:18])[C:13]([O:15][CH3:16])=[O:14])=[O:10])=[O:6])=[O:26])[C:29]1[CH:34]=[CH:33][CH:32]=[CH:31][CH:30]=1, predict the reactants needed to synthesize it. The reactants are: [NH2:1][C@@H:2]([CH2:35][C:36]1[CH:41]=[CH:40][CH:39]=[CH:38][CH:37]=1)[C@@H:3]([NH:24][C:25]([O:27][CH2:28][C:29]1[CH:34]=[CH:33][CH:32]=[CH:31][CH:30]=1)=[O:26])[CH2:4][C:5]([NH:7][C@@H:8]([C@@H:20]([CH3:23])[CH2:21][CH3:22])[C:9]([NH:11][C@@H:12]([CH:17]([CH3:19])[CH3:18])[C:13]([O:15][CH3:16])=[O:14])=[O:10])=[O:6].[CH3:42][C:43]([CH3:64])([CH3:63])[C@H:44]([NH:48][C:49](=[O:62])[C@@H:50]([NH:55][C:56](=[O:61])[CH2:57][CH:58]([CH3:60])[CH3:59])[CH2:51][CH:52]([CH3:54])[CH3:53])[C:45](O)=[O:46].C(N(C(C)C)C(C)C)C.CN(C(ON1N=NC2C=CC=NC1=2)=[N+](C)C)C.F[P-](F)(F)(F)(F)F.C(=O)([O-])O.[Na+]. (6) Given the product [Br:1][C:2]1[CH:7]=[CH:6][C:5]2[C:19]3[CH2:18][N:17]([C:10]([O:12][C:13]([CH3:16])([CH3:15])[CH3:14])=[O:11])[CH2:22][CH2:21][C:20]=3[NH:8][C:4]=2[CH:3]=1, predict the reactants needed to synthesize it. The reactants are: [Br:1][C:2]1[CH:3]=[C:4]([NH:8]N)[CH:5]=[CH:6][CH:7]=1.[C:10]([N:17]1[CH2:22][CH2:21][C:20](=O)[CH2:19][CH2:18]1)([O:12][C:13]([CH3:16])([CH3:15])[CH3:14])=[O:11].Cl.CC(OC(OC(OC(C)(C)C)=O)=O)(C)C.C(N(CC)CC)C.